Dataset: NCI-60 drug combinations with 297,098 pairs across 59 cell lines. Task: Regression. Given two drug SMILES strings and cell line genomic features, predict the synergy score measuring deviation from expected non-interaction effect. (1) Drug 1: CC1=C(C(CCC1)(C)C)C=CC(=CC=CC(=CC(=O)O)C)C. Drug 2: CC1=C(C(=CC=C1)Cl)NC(=O)C2=CN=C(S2)NC3=CC(=NC(=N3)C)N4CCN(CC4)CCO. Cell line: MALME-3M. Synergy scores: CSS=10.3, Synergy_ZIP=-4.24, Synergy_Bliss=-0.0800, Synergy_Loewe=0.804, Synergy_HSA=1.45. (2) Drug 1: C1CCC(C1)C(CC#N)N2C=C(C=N2)C3=C4C=CNC4=NC=N3. Drug 2: CCCS(=O)(=O)NC1=C(C(=C(C=C1)F)C(=O)C2=CNC3=C2C=C(C=N3)C4=CC=C(C=C4)Cl)F. Cell line: T-47D. Synergy scores: CSS=-5.17, Synergy_ZIP=3.87, Synergy_Bliss=1.99, Synergy_Loewe=-4.85, Synergy_HSA=-3.63. (3) Drug 1: C1=CC(=CC=C1C#N)C(C2=CC=C(C=C2)C#N)N3C=NC=N3. Drug 2: CC=C1C(=O)NC(C(=O)OC2CC(=O)NC(C(=O)NC(CSSCCC=C2)C(=O)N1)C(C)C)C(C)C. Cell line: DU-145. Synergy scores: CSS=20.3, Synergy_ZIP=6.87, Synergy_Bliss=3.92, Synergy_Loewe=-66.3, Synergy_HSA=-6.40. (4) Drug 1: CN1C2=C(C=C(C=C2)N(CCCl)CCCl)N=C1CCCC(=O)O.Cl. Drug 2: C1=NC2=C(N=C(N=C2N1C3C(C(C(O3)CO)O)F)Cl)N. Cell line: BT-549. Synergy scores: CSS=2.28, Synergy_ZIP=-1.83, Synergy_Bliss=-2.68, Synergy_Loewe=-6.31, Synergy_HSA=-4.92. (5) Drug 1: C1CN1C2=NC(=NC(=N2)N3CC3)N4CC4. Drug 2: C1=NNC2=C1C(=O)NC=N2. Cell line: HCC-2998. Synergy scores: CSS=40.7, Synergy_ZIP=0.108, Synergy_Bliss=-3.79, Synergy_Loewe=-12.0, Synergy_HSA=-1.88.